This data is from Forward reaction prediction with 1.9M reactions from USPTO patents (1976-2016). The task is: Predict the product of the given reaction. (1) Given the reactants Cl.Cl.[NH2:3][C:4]1[C:13]2[N:14]=[C:15]([CH2:22][O:23][CH2:24][CH3:25])[N:16]([CH2:17][C:18]([CH3:21])([OH:20])[CH3:19])[C:12]=2[C:11]2[CH:10]=[CH:9][C:8]([O:26][CH2:27][CH2:28]N)=[CH:7][C:6]=2[N:5]=1.C([N:32](CC)CC)C.[CH:37]([N:40]=[C:41]=[O:42])([CH3:39])[CH3:38].C(=O)([O-])[O-].[Na+].[Na+], predict the reaction product. The product is: [NH2:3][C:4]1[C:13]2[N:14]=[C:15]([CH2:22][O:23][CH2:24][CH3:25])[N:16]([CH2:17][C:18]([OH:20])([CH3:21])[CH3:19])[C:12]=2[C:11]2[CH:10]=[CH:9][C:8]([O:26][CH2:27][CH2:28][N:40]([CH:37]([CH3:39])[CH3:38])[C:41]([NH2:32])=[O:42])=[CH:7][C:6]=2[N:5]=1. (2) Given the reactants Cl[C:2]1[CH:7]=[C:6]([NH:8][CH2:9][CH:10]2[CH2:12][CH2:11]2)[N:5]2[N:13]=[CH:14][C:15]([CH:16]=[C:17]3[CH2:21][C:20](=[O:22])[NH:19][C:18]3=[O:23])=[C:4]2[N:3]=1.C(=O)([O-])[O-].[Cs+].[Cs+].[Cl:30][C:31]1[CH:32]=[C:33]([CH:35]=[CH:36][CH:37]=1)[NH2:34].C1C=CC(P(C2C(C3C(P(C4C=CC=CC=4)C4C=CC=CC=4)=CC=C4C=3C=CC=C4)=C3C(C=CC=C3)=CC=2)C2C=CC=CC=2)=CC=1.NC1C=CC=CC=1, predict the reaction product. The product is: [Cl:30][C:31]1[CH:32]=[C:33]([NH:34][C:2]2[CH:7]=[C:6]([NH:8][CH2:9][CH:10]3[CH2:12][CH2:11]3)[N:5]3[N:13]=[CH:14][C:15]([CH:16]=[C:17]4[CH2:21][C:20](=[O:22])[NH:19][C:18]4=[O:23])=[C:4]3[N:3]=2)[CH:35]=[CH:36][CH:37]=1.